From a dataset of TCR-epitope binding with 47,182 pairs between 192 epitopes and 23,139 TCRs. Binary Classification. Given a T-cell receptor sequence (or CDR3 region) and an epitope sequence, predict whether binding occurs between them. (1) The epitope is ISDYDYYRY. The TCR CDR3 sequence is CASSLPGQYGYTF. Result: 0 (the TCR does not bind to the epitope). (2) The epitope is KLGGALQAK. The TCR CDR3 sequence is CASSYSPDGELFF. Result: 0 (the TCR does not bind to the epitope). (3) The epitope is AYILFTRFFYV. The TCR CDR3 sequence is CASSPHGTDTQYF. Result: 1 (the TCR binds to the epitope).